Dataset: Catalyst prediction with 721,799 reactions and 888 catalyst types from USPTO. Task: Predict which catalyst facilitates the given reaction. (1) Reactant: C[NH+]1CCOCC1.[NH2:8][C:9]1[C:14]([C:15]#[N:16])=[C:13]([C:17]2[CH:22]=[CH:21][C:20]([S:23]([N:26]3[CH2:31][CH2:30][N:29]([CH3:32])[CH2:28][CH2:27]3)(=[O:25])=[O:24])=[CH:19][CH:18]=2)[C:12]([C:33]#[N:34])=[C:11]([SH:35])[N:10]=1.Br[CH2:37][C:38]([NH2:40])=[O:39].C([O-])(O)=O.[Na+]. Product: [NH2:8][C:9]1[N:10]=[C:11]([S:35][CH2:37][C:38]([NH2:40])=[O:39])[C:12]([C:33]#[N:34])=[C:13]([C:17]2[CH:18]=[CH:19][C:20]([S:23]([N:26]3[CH2:31][CH2:30][N:29]([CH3:32])[CH2:28][CH2:27]3)(=[O:25])=[O:24])=[CH:21][CH:22]=2)[C:14]=1[C:15]#[N:16]. The catalyst class is: 3. (2) Reactant: [I-].C[S+](C)C.[CH2:6]([Li])CCC.[C:11]([O:30][CH2:31][C@@H:32]1[CH2:34][O:33]1)([C:24]1[CH:29]=[CH:28][CH:27]=[CH:26][CH:25]=1)([C:18]1[CH:23]=[CH:22][CH:21]=[CH:20][CH:19]=1)[C:12]1[CH:17]=[CH:16][CH:15]=[CH:14][CH:13]=1.[Cl-].[NH4+]. Product: [C:11]([O:30][CH2:31][C@@H:32]([OH:33])[CH:34]=[CH2:6])([C:12]1[CH:17]=[CH:16][CH:15]=[CH:14][CH:13]=1)([C:18]1[CH:19]=[CH:20][CH:21]=[CH:22][CH:23]=1)[C:24]1[CH:25]=[CH:26][CH:27]=[CH:28][CH:29]=1. The catalyst class is: 1. (3) Reactant: [NH2:1][CH:2]1[CH2:7][CH2:6][CH:5]([NH:8][C:9](=[O:15])[O:10][C:11]([CH3:14])([CH3:13])[CH3:12])[CH2:4][CH2:3]1.C(N(CC)CC)C.Br[CH2:24][CH2:25][O:26][CH2:27][CH2:28]Br. Product: [N:1]1([CH:2]2[CH2:7][CH2:6][CH:5]([NH:8][C:9](=[O:15])[O:10][C:11]([CH3:12])([CH3:14])[CH3:13])[CH2:4][CH2:3]2)[CH2:28][CH2:27][O:26][CH2:25][CH2:24]1. The catalyst class is: 39. (4) Reactant: [CH:1]12[N:8](C(OC(C)(C)C)=O)[CH:5]([CH2:6][CH2:7]1)[CH2:4][N:3]([C:16]([O:18][CH2:19][CH:20]1[C:32]3[CH:31]=[CH:30][CH:29]=[CH:28][C:27]=3[C:26]3[C:21]1=[CH:22][CH:23]=[CH:24][CH:25]=3)=[O:17])[CH2:2]2.C(O)(C(F)(F)F)=O. Product: [CH:5]12[NH:8][CH:1]([CH2:7][CH2:6]1)[CH2:2][N:3]([C:16]([O:18][CH2:19][CH:20]1[C:32]3[CH:31]=[CH:30][CH:29]=[CH:28][C:27]=3[C:26]3[C:21]1=[CH:22][CH:23]=[CH:24][CH:25]=3)=[O:17])[CH2:4]2. The catalyst class is: 2.